This data is from Forward reaction prediction with 1.9M reactions from USPTO patents (1976-2016). The task is: Predict the product of the given reaction. (1) Given the reactants CS(NC1C=CC=CC=1N1CCN(C(OC(C)(C)C)=O)CC1)(=O)=O.[Cl:25][C:26]1[CH:31]=[CH:30][C:29]([CH2:32][C@@H:33]([NH:58][C:59]([C@@H:61]2[CH2:70][C:69]3[C:64](=[CH:65][CH:66]=[CH:67][CH:68]=3)[CH2:63][N:62]2C(OC(C)(C)C)=O)=[O:60])[C:34](=[O:57])[N:35]2[CH2:40][CH2:39][N:38]([C:41]3[CH:46]=[CH:45][CH:44]=[CH:43][C:42]=3[NH:47][S:48]([C:51]3[CH:56]=[CH:55][CH:54]=[CH:53][CH:52]=3)(=[O:50])=[O:49])[CH2:37][CH2:36]2)=[CH:28][CH:27]=1.NC1C=CC=CC=1N1CCN(C(=O)[C@H](NC([C@@H]2CC3C(=CC=CC=3)CN2C(OC(C)(C)C)=O)=O)CC2C=CC(Cl)=CC=2)CC1.N1C=CC=CC=1.C1(S(Cl)(=O)=O)C=CC=CC=1, predict the reaction product. The product is: [Cl:25][C:26]1[CH:27]=[CH:28][C:29]([CH2:32][C@@H:33]([NH:58][C:59]([C@@H:61]2[CH2:70][C:69]3[C:64](=[CH:65][CH:66]=[CH:67][CH:68]=3)[CH2:63][NH:62]2)=[O:60])[C:34](=[O:57])[N:35]2[CH2:36][CH2:37][N:38]([C:41]3[CH:46]=[CH:45][CH:44]=[CH:43][C:42]=3[NH:47][S:48]([C:51]3[CH:56]=[CH:55][CH:54]=[CH:53][CH:52]=3)(=[O:49])=[O:50])[CH2:39][CH2:40]2)=[CH:30][CH:31]=1. (2) Given the reactants C(O[C:6]([N:8]1[CH2:12]/[C:11](=[N:13]/[O:14][CH3:15])/[CH2:10][C@H:9]1[C:16]([OH:18])=O)=[O:7])(C)(C)C.[N:19]([CH2:22][CH2:23][CH2:24][CH2:25][CH3:26])=C=O.[CH2:27]([N:29]1[C:41]2[CH:40]=[CH:39][C:38]([NH2:42])=[CH:37][C:36]=2[C:35]2[C:30]1=[CH:31][CH:32]=[CH:33][CH:34]=2)[CH3:28], predict the reaction product. The product is: [CH2:27]([N:29]1[C:41]2[CH:40]=[CH:39][C:38]([NH:42][C:16]([C@@H:9]3[CH2:10][C:11](=[N:13][O:14][CH3:15])[CH2:12][N:8]3[C:6]([NH:19][CH2:22][CH2:23][CH2:24][CH2:25][CH3:26])=[O:7])=[O:18])=[CH:37][C:36]=2[C:35]2[C:30]1=[CH:31][CH:32]=[CH:33][CH:34]=2)[CH3:28]. (3) Given the reactants CS[C:3]1[N:8]=[C:7]([C:9]2[CH:14]=[CH:13][C:12]([Cl:15])=[CH:11][C:10]=2[Cl:16])[C:6]([C:17]2[CH:22]=[CH:21][C:20]([Cl:23])=[CH:19][CH:18]=2)=[CH:5][N:4]=1.[Cl:24][C:25]1[CH:26]=[C:27]([CH:30]=[C:31]([Cl:33])[CH:32]=1)[CH2:28][OH:29], predict the reaction product. The product is: [Cl:24][C:25]1[CH:26]=[C:27]([CH:30]=[C:31]([Cl:33])[CH:32]=1)[CH2:28][O:29][C:3]1[N:8]=[C:7]([C:9]2[CH:14]=[CH:13][C:12]([Cl:15])=[CH:11][C:10]=2[Cl:16])[C:6]([C:17]2[CH:22]=[CH:21][C:20]([Cl:23])=[CH:19][CH:18]=2)=[CH:5][N:4]=1.